Task: Predict the reactants needed to synthesize the given product.. Dataset: Full USPTO retrosynthesis dataset with 1.9M reactions from patents (1976-2016) (1) Given the product [F:17][C:18]([F:27])([F:28])[O:19][C:20]1[CH:26]=[CH:25][C:23]([NH:24][C:5](=[O:7])[C:4]2[CH:8]=[CH:9][C:10]([CH3:11])=[C:2]([NH:1][C:12](=[O:15])[CH2:13][CH3:14])[CH:3]=2)=[CH:22][CH:21]=1, predict the reactants needed to synthesize it. The reactants are: [NH2:1][C:2]1[CH:3]=[C:4]([CH:8]=[CH:9][C:10]=1[CH3:11])[C:5]([OH:7])=O.[C:12](Cl)(=[O:15])[CH2:13][CH3:14].[F:17][C:18]([F:28])([F:27])[O:19][C:20]1[CH:26]=[CH:25][C:23]([NH2:24])=[CH:22][CH:21]=1. (2) Given the product [F:1][C:2]1[CH:7]=[CH:6][C:5]([C:8](=[N:24][OH:25])[CH2:9][CH2:10][N:11]2[CH2:16][CH2:15][CH2:14][CH:13]([C:17]3[S:18][CH:19]=[CH:20][N:21]=3)[CH2:12]2)=[CH:4][CH:3]=1, predict the reactants needed to synthesize it. The reactants are: [F:1][C:2]1[CH:7]=[CH:6][C:5]([C:8](=O)[CH2:9][CH2:10][N:11]2[CH2:16][CH2:15][CH2:14][CH:13]([C:17]3[S:18][CH:19]=[CH:20][N:21]=3)[CH2:12]2)=[CH:4][CH:3]=1.Cl.[NH2:24][OH:25].O.O.O.C([O-])(=O)C.[Na+].